From a dataset of Forward reaction prediction with 1.9M reactions from USPTO patents (1976-2016). Predict the product of the given reaction. (1) Given the reactants [OH:1][C:2]1[CH:11]=[C:10]2[C:5]([CH:6]=[C:7]([C:13](=[S:15])[NH2:14])[C:8](=[O:12])[O:9]2)=[CH:4][CH:3]=1.N12CCCN=C1CCCCC2.Br[CH:28]([C:37](=O)[CH3:38])[C:29]([N:31]1[CH2:36][CH2:35][O:34][CH2:33][CH2:32]1)=[O:30].C1(C)C=CC(S([O-])(=O)=O)=CC=1.[NH+]1C=CC=CC=1, predict the reaction product. The product is: [OH:1][C:2]1[CH:11]=[C:10]2[C:5]([CH:6]=[C:7]([C:13]3[S:15][C:28]([C:29]([N:31]4[CH2:36][CH2:35][O:34][CH2:33][CH2:32]4)=[O:30])=[C:37]([CH3:38])[N:14]=3)[C:8](=[O:12])[O:9]2)=[CH:4][CH:3]=1. (2) Given the reactants Cl[C:2]1[C:11]2[C:6](=[CH:7][C:8]([F:12])=[CH:9][CH:10]=2)[N:5]=[C:4]([C:13]2[CH:18]=[C:17]([CH3:19])[CH:16]=[C:15]([CH3:20])[CH:14]=2)[C:3]=1[CH3:21].[CH3:22][C:23]1([CH3:38])[C:27]2=[N:28][CH:29]=[C:30]([N:32]3[CH2:37][CH2:36][O:35][CH2:34][CH2:33]3)[CH:31]=[C:26]2[NH:25][CH2:24]1.CC(C1C=C(C(C)C)C(C2C=CC=CC=2P(C2CCCCC2)C2CCCCC2)=C(C(C)C)C=1)C.CC(C)([O-])C.[Na+], predict the reaction product. The product is: [CH3:22][C:23]1([CH3:38])[C:27]2=[N:28][CH:29]=[C:30]([N:32]3[CH2:37][CH2:36][O:35][CH2:34][CH2:33]3)[CH:31]=[C:26]2[N:25]([C:2]2[C:11]3[C:6](=[CH:7][C:8]([F:12])=[CH:9][CH:10]=3)[N:5]=[C:4]([C:13]3[CH:18]=[C:17]([CH3:19])[CH:16]=[C:15]([CH3:20])[CH:14]=3)[C:3]=2[CH3:21])[CH2:24]1. (3) The product is: [C:29]([C:33]1[CH:38]=[C:37]([CH2:39][N:40]2[CH2:45][CH2:44][O:43][CH2:42][CH2:41]2)[N:36]=[C:35]([NH:46][C:26](=[O:27])[CH2:25][C:5]2[CH:6]=[CH:7][C:8]([C:10]3[N:14]4[CH:15]=[CH:16][C:17]([C:19]5[CH:24]=[CH:23][N:22]=[CH:21][CH:20]=5)=[CH:18][C:13]4=[N:12][CH:11]=3)=[CH:9][C:4]=2[F:3])[CH:34]=1)([CH3:32])([CH3:30])[CH3:31]. Given the reactants Cl.Cl.[F:3][C:4]1[CH:9]=[C:8]([C:10]2[N:14]3[CH:15]=[CH:16][C:17]([C:19]4[CH:24]=[CH:23][N:22]=[CH:21][CH:20]=4)=[CH:18][C:13]3=[N:12][CH:11]=2)[CH:7]=[CH:6][C:5]=1[CH2:25][C:26](O)=[O:27].[C:29]([C:33]1[CH:38]=[C:37]([CH2:39][N:40]2[CH2:45][CH2:44][O:43][CH2:42][CH2:41]2)[N:36]=[C:35]([NH2:46])[CH:34]=1)([CH3:32])([CH3:31])[CH3:30].C(N(C(C)C)CC)(C)C.CN(C(ON1N=NC2C=CC=NC1=2)=[N+](C)C)C.F[P-](F)(F)(F)(F)F, predict the reaction product. (4) Given the reactants [Cl:1][C:2]1[S:23][C:5]2[NH:6][C:7]([C:9]([NH:11][C@@H:12]3[CH2:20][C:19]4[C:14](=[CH:15][CH:16]=[CH:17][CH:18]=4)[C@H:13]3[CH2:21][OH:22])=[O:10])=[CH:8][C:4]=2[CH:3]=1.C(N(CC)CC)C.[CH3:31][S:32](Cl)(=[O:34])=[O:33], predict the reaction product. The product is: [CH3:31][S:32]([O:22][CH2:21][C@@H:13]1[C:14]2[C:19](=[CH:18][CH:17]=[CH:16][CH:15]=2)[CH2:20][C@H:12]1[NH:11][C:9]([C:7]1[NH:6][C:5]2[S:23][C:2]([Cl:1])=[CH:3][C:4]=2[CH:8]=1)=[O:10])(=[O:34])=[O:33]. (5) The product is: [C:66]([O:70][C:71]([NH:73][C@H:74]([C:87]([O:89][CH2:2][C:3]([O:5][C@H:6]([CH2:35][N:36]([S:41]([C:44]1[CH:52]=[CH:51][C:47]2[O:48][CH2:49][O:50][C:46]=2[CH:45]=1)(=[O:43])=[O:42])[CH2:37][CH:38]([CH3:40])[CH3:39])[C@@H:7]([NH:23][C:24]([O:26][C@@H:27]1[C@H:34]2[C@H:30]([O:31][CH2:32][CH2:33]2)[O:29][CH2:28]1)=[O:25])[CH2:8][C:9]1[CH:14]=[CH:13][C:12]([O:15][CH2:16][C:17]2[N:18]=[C:19]([CH3:22])[S:20][CH:21]=2)=[CH:11][CH:10]=1)=[O:4])=[O:88])[CH2:75][CH2:76][CH2:77][CH2:78][NH:79][C:80]([O:82][C:83]([CH3:86])([CH3:85])[CH3:84])=[O:81])=[O:72])([CH3:69])([CH3:67])[CH3:68]. Given the reactants Cl[CH2:2][C:3]([O:5][C@H:6]([CH2:35][N:36]([S:41]([C:44]1[CH:52]=[CH:51][C:47]2[O:48][CH2:49][O:50][C:46]=2[CH:45]=1)(=[O:43])=[O:42])[CH2:37][CH:38]([CH3:40])[CH3:39])[C@@H:7]([NH:23][C:24]([O:26][C@@H:27]1[C@H:34]2[C@H:30]([O:31][CH2:32][CH2:33]2)[O:29][CH2:28]1)=[O:25])[CH2:8][C:9]1[CH:14]=[CH:13][C:12]([O:15][CH2:16][C:17]2[N:18]=[C:19]([CH3:22])[S:20][CH:21]=2)=[CH:11][CH:10]=1)=[O:4].C1(NC2CCCCC2)CCCCC1.[C:66]([O:70][C:71]([NH:73][C@H:74]([C:87]([OH:89])=[O:88])[CH2:75][CH2:76][CH2:77][CH2:78][NH:79][C:80]([O:82][C:83]([CH3:86])([CH3:85])[CH3:84])=[O:81])=[O:72])([CH3:69])([CH3:68])[CH3:67], predict the reaction product. (6) Given the reactants [CH2:1]([N:8]1[CH2:13][CH2:12][C:11](=O)[C:10]([CH3:16])([CH3:15])[CH2:9]1)[C:2]1[CH:7]=[CH:6][CH:5]=[CH:4][CH:3]=1.Cl.[NH2:18][CH2:19][CH2:20][CH2:21][C:22]([O:24]C)=O.C(O)(=O)C.C(N(CC)CC)C.C(O[BH-](OC(=O)C)OC(=O)C)(=O)C.[Na+].C(=O)([O-])[O-].[K+].[K+].CCN=C=NCCCN(C)C.Cl, predict the reaction product. The product is: [CH2:1]([N:8]1[CH2:13][CH2:12][CH:11]([N:18]2[CH2:19][CH2:20][CH2:21][C:22]2=[O:24])[C:10]([CH3:16])([CH3:15])[CH2:9]1)[C:2]1[CH:7]=[CH:6][CH:5]=[CH:4][CH:3]=1. (7) Given the reactants [NH2:1][C:2]1[CH:7]=[C:6]([CH3:8])[CH:5]=[CH:4][N:3]=1.[CH:9]1([N+:15]#[C-:16])[CH2:14][CH2:13][CH2:12][CH2:11][CH2:10]1.[CH:17](=O)[CH3:18], predict the reaction product. The product is: [CH:9]1([NH:15][C:16]2[N:3]3[CH:4]=[CH:5][C:6]([CH3:8])=[CH:7][C:2]3=[N:1][C:17]=2[CH3:18])[CH2:14][CH2:13][CH2:12][CH2:11][CH2:10]1. (8) Given the reactants [CH2:1]([O:3][P:4]([CH:9]([OH:27])[CH2:10][C@@H:11]([OH:26])[C@@H:12]([OH:25])[C@@H:13]([OH:24])[CH2:14][NH:15][O:16][CH2:17][C:18]1[CH:23]=[CH:22][CH:21]=[CH:20][CH:19]=1)(=[O:8])[O:5][CH2:6][CH3:7])[CH3:2].[CH:28](OCC(F)(F)F)=[O:29].C(Cl)Cl.CO, predict the reaction product. The product is: [CH2:6]([O:5][P:4]([CH:9]([OH:27])[CH2:10][C@@H:11]([OH:26])[C@@H:12]([OH:25])[C@@H:13]([OH:24])[CH2:14][N:15]([O:16][CH2:17][C:18]1[CH:19]=[CH:20][CH:21]=[CH:22][CH:23]=1)[CH:28]=[O:29])(=[O:8])[O:3][CH2:1][CH3:2])[CH3:7]. (9) Given the reactants [CH3:1][C:2]([CH3:36])([CH2:5][C@@:6]1([C:30]2[CH:35]=[CH:34][CH:33]=[CH:32][CH:31]=2)[O:11][C:10](=[O:12])[N:9]([C@H:13]([C:15]2[CH:20]=[CH:19][C:18](B3OC(C)(C)C(C)(C)O3)=[CH:17][CH:16]=2)[CH3:14])[CH2:8][CH2:7]1)[C:3]#[N:4].Br[C:38]1[CH:43]=[CH:42][N:41]([CH3:44])[C:40](=[O:45])[CH:39]=1.OO.C([O-])([O-])=[O:49].[K+].[K+], predict the reaction product. The product is: [CH3:1][C:2]([CH3:36])([CH2:5][C@@:6]1([C:30]2[CH:35]=[CH:34][CH:33]=[CH:32][CH:31]=2)[O:11][C:10](=[O:12])[N:9]([C@H:13]([C:15]2[CH:20]=[CH:19][C:18]([C:38]3[CH:43]=[CH:42][N:41]([CH3:44])[C:40](=[O:45])[CH:39]=3)=[CH:17][CH:16]=2)[CH3:14])[CH2:8][CH2:7]1)[C:3]([NH2:4])=[O:49].